From a dataset of Reaction yield outcomes from USPTO patents with 853,638 reactions. Predict the reaction yield, written as a fraction of the theoretical maximum amount of product (1.0 means a 100% yield; for example, 0.34 means a 34% yield). The reactants are [CH3:1][O:2][C:3]([C:5]1[N:13]([CH:14]2[CH2:16][CH2:15]2)[C:12]2[CH:11]=[CH:10][N:9]=[CH:8][C:7]=2[C:6]=1[NH2:17])=[O:4].[F:18][C:19]1[CH:24]=[C:23]([Si:25]([CH3:28])([CH3:27])[CH3:26])[CH:22]=[CH:21][C:20]=1OS(C(F)(F)F)(=O)=O.CC1(C)C2C(=C(P(C3C=CC=CC=3)C3C=CC=CC=3)C=CC=2)OC2C(P(C3C=CC=CC=3)C3C=CC=CC=3)=CC=CC1=2.C([O-])([O-])=O.[Cs+].[Cs+]. The catalyst is C1(C)C=CC=CC=1.C1C=CC(/C=C/C(/C=C/C2C=CC=CC=2)=O)=CC=1.C1C=CC(/C=C/C(/C=C/C2C=CC=CC=2)=O)=CC=1.C1C=CC(/C=C/C(/C=C/C2C=CC=CC=2)=O)=CC=1.[Pd].[Pd]. The product is [CH3:1][O:2][C:3]([C:5]1[N:13]([CH:14]2[CH2:15][CH2:16]2)[C:12]2[CH:11]=[CH:10][N:9]=[CH:8][C:7]=2[C:6]=1[NH:17][C:20]1[CH:21]=[CH:22][C:23]([Si:25]([CH3:27])([CH3:26])[CH3:28])=[CH:24][C:19]=1[F:18])=[O:4]. The yield is 0.717.